This data is from NCI-60 drug combinations with 297,098 pairs across 59 cell lines. The task is: Regression. Given two drug SMILES strings and cell line genomic features, predict the synergy score measuring deviation from expected non-interaction effect. (1) Drug 1: COC1=C(C=C2C(=C1)N=CN=C2NC3=CC(=C(C=C3)F)Cl)OCCCN4CCOCC4. Drug 2: CCC1(CC2CC(C3=C(CCN(C2)C1)C4=CC=CC=C4N3)(C5=C(C=C6C(=C5)C78CCN9C7C(C=CC9)(C(C(C8N6C=O)(C(=O)OC)O)OC(=O)C)CC)OC)C(=O)OC)O.OS(=O)(=O)O. Cell line: TK-10. Synergy scores: CSS=31.1, Synergy_ZIP=6.25, Synergy_Bliss=6.18, Synergy_Loewe=5.13, Synergy_HSA=5.31. (2) Drug 1: CC(CN1CC(=O)NC(=O)C1)N2CC(=O)NC(=O)C2. Drug 2: C#CCC(CC1=CN=C2C(=N1)C(=NC(=N2)N)N)C3=CC=C(C=C3)C(=O)NC(CCC(=O)O)C(=O)O. Synergy scores: CSS=5.56, Synergy_ZIP=1.33, Synergy_Bliss=-1.84, Synergy_Loewe=-1.99, Synergy_HSA=-1.93. Cell line: RXF 393.